From a dataset of Forward reaction prediction with 1.9M reactions from USPTO patents (1976-2016). Predict the product of the given reaction. (1) Given the reactants [CH3:1][O:2][C:3]1[CH:4]=[C:5](B(O)O)[CH:6]=[CH:7][CH:8]=1.[C:12](=[O:15])([O-])[O-:13].[Na+].[Na+].O1C[CH2:21][CH2:20][CH2:19]1, predict the reaction product. The product is: [CH3:1][O:2][C:3]1[CH:4]=[C:5]([C:20]2[CH2:21][O:13][C:12](=[O:15])[CH:19]=2)[CH:6]=[CH:7][CH:8]=1. (2) Given the reactants [CH3:1][O:2][C:3]([C:5]1[CH:6]=[C:7]([C:13]2[CH:18]=[CH:17][CH:16]=[C:15]([Cl:19])[CH:14]=2)[C:8]([NH2:12])=[C:9]([OH:11])[CH:10]=1)=[O:4].[CH3:20][CH2:21]OCC.CS(C)=O, predict the reaction product. The product is: [Cl:19][C:15]1[CH:14]=[C:13]([C:7]2[C:8]3[N:12]=[C:20]([CH3:21])[O:11][C:9]=3[CH:10]=[C:5]([C:3]([O:2][CH3:1])=[O:4])[CH:6]=2)[CH:18]=[CH:17][CH:16]=1. (3) Given the reactants [CH3:1][O:2][CH2:3][CH:4]([NH:6][C:7]([C:9]1[CH:10]=[C:11]([C:16]2[CH:21]=[CH:20][C:19]([CH3:22])=[CH:18][CH:17]=2)[CH:12]=[C:13](I)[CH:14]=1)=[O:8])[CH3:5].[Li+].[Cl-].CCN(C(C)C)C(C)C.[C:34](OC(=O)C)(=[O:36])[CH3:35], predict the reaction product. The product is: [CH3:1][O:2][CH2:3][CH:4]([NH:6][C:7]([C:9]1[CH:10]=[C:11]([C:16]2[CH:21]=[CH:20][C:19]([CH3:22])=[CH:18][CH:17]=2)[CH:12]=[C:13]([C:34](=[O:36])[CH3:35])[CH:14]=1)=[O:8])[CH3:5].